Task: Predict the product of the given reaction.. Dataset: Forward reaction prediction with 1.9M reactions from USPTO patents (1976-2016) (1) Given the reactants [C:1]([O:5][C:6]([N:8]1[CH2:25][CH2:24][N:11]2[C:12](=[O:23])[C:13]3[C:18]([C@@H:10]2[CH2:9]1)=[CH:17][C:16]([CH2:19][CH3:20])=[CH:15][C:14]=3SC)=[O:7])([CH3:4])([CH3:3])[CH3:2].O[O:27][S:28]([O-:30])=O.[K+].[CH3:32]O, predict the reaction product. The product is: [C:1]([O:5][C:6]([N:8]1[CH2:25][CH2:24][N:11]2[C:12](=[O:23])[C:13]3[C:18]([C@@H:10]2[CH2:9]1)=[CH:17][C:16]([CH2:19][CH3:20])=[CH:15][C:14]=3[S:28]([CH3:32])(=[O:30])=[O:27])=[O:7])([CH3:2])([CH3:4])[CH3:3]. (2) Given the reactants Br[C:2]1[N:7]2[CH:8]=[C:9]([CH2:11][O:12][C:13]3[CH:22]=[CH:21][C:20]4[C:15](=[CH:16][CH:17]=[CH:18][CH:19]=4)[N:14]=3)[N:10]=[C:6]2[C:5]([N:23]2[CH2:28][CH2:27][O:26][CH2:25][CH2:24]2)=[N:4][CH:3]=1.C([NH:33][S:34]([C:37]1[CH:42]=[CH:41][C:40](B2OC(C)(C)C(C)(C)O2)=[CH:39][N:38]=1)(=[O:36])=[O:35])(C)(C)C.[C:52]([OH:58])([C:54]([F:57])([F:56])[F:55])=[O:53], predict the reaction product. The product is: [F:55][C:54]([F:57])([F:56])[C:52]([OH:58])=[O:53].[O:26]1[CH2:27][CH2:28][N:23]([C:5]2[C:6]3[N:7]([CH:8]=[C:9]([CH2:11][O:12][C:13]4[CH:22]=[CH:21][C:20]5[C:15](=[CH:16][CH:17]=[CH:18][CH:19]=5)[N:14]=4)[N:10]=3)[C:2]([C:40]3[CH:41]=[CH:42][C:37]([S:34]([NH2:33])(=[O:36])=[O:35])=[N:38][CH:39]=3)=[CH:3][N:4]=2)[CH2:24][CH2:25]1. (3) The product is: [Cl:21][C:8]1[C:7]([C:5]2[N:6]=[C:2]([CH:30]3[CH2:32][CH2:31]3)[S:3][C:4]=2[C:22]2[CH:27]=[CH:26][N:25]=[C:24]([S:28][CH3:29])[N:23]=2)=[CH:12][C:11]([F:13])=[CH:10][C:9]=1[NH:14][C:15](=[O:20])[C:16]([CH3:19])([CH3:18])[CH3:17]. Given the reactants Br[C:2]1[S:3][C:4]([C:22]2[CH:27]=[CH:26][N:25]=[C:24]([S:28][CH3:29])[N:23]=2)=[C:5]([C:7]2[C:8]([Cl:21])=[C:9]([NH:14][C:15](=[O:20])[C:16]([CH3:19])([CH3:18])[CH3:17])[CH:10]=[C:11]([F:13])[CH:12]=2)[N:6]=1.[CH:30]1(B2OC(C)(C)C(C)(C)O2)[CH2:32][CH2:31]1.P([O-])([O-])([O-])=O.[K+].[K+].[K+].C1(P(C2CCCCC2)C2CCCCC2)CCCCC1.C1(B(O)O)CC1, predict the reaction product. (4) Given the reactants [F:1][C:2]1[CH:7]=[C:6](B2OC(C)(C)C(C)(C)O2)[CH:5]=[CH:4][C:3]=1[C:17]1[CH:18]=[C:19]2[CH:25]=[CH:24][NH:23][C:20]2=[N:21][CH:22]=1.Br[C:27]1[CH:32]=[CH:31][CH:30]=[CH:29][C:28]=1[S:33]([NH:36][C@H:37]([CH3:40])[CH2:38][OH:39])(=[O:35])=[O:34], predict the reaction product. The product is: [F:1][C:2]1[CH:7]=[C:6]([C:27]2[C:28]([S:33]([NH:36][C@H:37]([CH3:40])[CH2:38][OH:39])(=[O:35])=[O:34])=[CH:29][CH:30]=[CH:31][CH:32]=2)[CH:5]=[CH:4][C:3]=1[C:17]1[CH:18]=[C:19]2[CH:25]=[CH:24][NH:23][C:20]2=[N:21][CH:22]=1. (5) The product is: [Cl:12][C:13]1[CH:14]=[C:15]([C:16]2[NH:11][C:10]3[CH:9]=[CH:8][CH:7]=[C:3]([C:4]([OH:6])=[O:5])[C:2]=3[N:1]=2)[CH:18]=[CH:19][N:20]=1. Given the reactants [NH2:1][C:2]1[C:10]([NH2:11])=[CH:9][CH:8]=[CH:7][C:3]=1[C:4]([OH:6])=[O:5].[Cl:12][C:13]1[CH:14]=[C:15]([CH:18]=[CH:19][N:20]=1)[CH:16]=O, predict the reaction product. (6) The product is: [Cl:24][C:22]1[CH:21]=[CH:20][N:19]2[C:18](=[N:17][C:1]3[C:3]4[C:4](=[CH:9][C:10]([O:15][CH3:16])=[CH:11][C:12]=4[O:13][CH3:14])[C:5](=[O:7])[NH:29][C:25]=32)[CH:23]=1. Given the reactants [CH:1]([C:3]1[C:12]([O:13][CH3:14])=[CH:11][C:10]([O:15][CH3:16])=[CH:9][C:4]=1[C:5]([O:7]C)=O)=O.[NH2:17][C:18]1[CH:23]=[C:22]([Cl:24])[CH:21]=[CH:20][N:19]=1.[C:25]([N+:29]#[C-])(C)(C)C.O.C1(C)C=CC(S(O)(=O)=O)=CC=1, predict the reaction product. (7) Given the reactants Cl[C:2]1[N:7]=[C:6]([C:8]2[CH:20]=[CH:19][C:11]3[N:12]=[C:13]([NH:15][C:16](=[O:18])[CH3:17])[S:14][C:10]=3[CH:9]=2)[CH:5]=[CH:4][N:3]=1.[C:21]1([CH:27]2[CH2:31][CH2:30][CH2:29][NH:28]2)[CH:26]=[CH:25][CH:24]=[CH:23][CH:22]=1.C(N(C(C)C)CC)(C)C.CS(C)=O, predict the reaction product. The product is: [C:21]1([CH:27]2[CH2:31][CH2:30][CH2:29][N:28]2[C:2]2[N:7]=[C:6]([C:8]3[CH:20]=[CH:19][C:11]4[N:12]=[C:13]([NH:15][C:16](=[O:18])[CH3:17])[S:14][C:10]=4[CH:9]=3)[CH:5]=[CH:4][N:3]=2)[CH:26]=[CH:25][CH:24]=[CH:23][CH:22]=1. (8) Given the reactants [Cl:1][C:2]1[N:3]=[CH:4][NH:5][C:6]=1[Cl:7].[OH-].[K+].[Br:10][CH2:11][CH3:12].[K+].[Br-].Br[CH2:16][CH2:17][C:18]1[CH:27]=[CH:26][C:25]2[C:20](=[CH:21][CH:22]=[CH:23][CH:24]=2)[CH:19]=1, predict the reaction product. The product is: [Br-:10].[CH2:11]([N+:3]1[C:2]([Cl:1])=[C:6]([Cl:7])[N:5]([C:18]2([CH2:17][CH3:16])[CH:27]=[CH:26][C:25]3[C:20](=[CH:21][CH:22]=[CH:23][CH:24]=3)[CH2:19]2)[CH:4]=1)[CH3:12]. (9) The product is: [OH:1][C@H:2]([CH2:29][OH:30])[CH2:3][O:4][NH:5][C:6]([C:8]1[N:16]([CH:17]2[CH2:18][CH2:19]2)[C:15]2[CH:14]=[CH:13][N:12]=[CH:11][C:10]=2[C:9]=1[NH:20][C:21]1[CH:26]=[CH:25][C:24]([I:27])=[CH:23][C:22]=1[F:28])=[O:7]. Given the reactants [OH:1][CH:2]([CH2:29][OH:30])[CH2:3][O:4][NH:5][C:6]([C:8]1[N:16]([CH:17]2[CH2:19][CH2:18]2)[C:15]2[CH:14]=[CH:13][N:12]=[CH:11][C:10]=2[C:9]=1[NH:20][C:21]1[CH:26]=[CH:25][C:24]([I:27])=[CH:23][C:22]=1[F:28])=[O:7].CC1(C)O[C@@H](CON)CO1, predict the reaction product. (10) The product is: [CH2:1]([O:3][C:4](=[O:18])[C:5]1[CH:10]=[C:9]([S:11][C:12]2[C:24]3[C:23](=[C:22]([F:29])[C:21]([Cl:20])=[CH:26][CH:25]=3)[NH:27][C:13]=2[CH3:14])[CH:8]=[CH:7][C:6]=1[O:16][CH3:17])[CH3:2]. Given the reactants [CH2:1]([O:3][C:4](=[O:18])[C:5]1[CH:10]=[C:9]([S:11][CH2:12][C:13](=O)[CH3:14])[CH:8]=[CH:7][C:6]=1[O:16][CH3:17])[CH3:2].Cl.[Cl:20][C:21]1[C:22]([F:29])=[C:23]([NH:27]N)[CH:24]=[CH:25][CH:26]=1, predict the reaction product.